This data is from Forward reaction prediction with 1.9M reactions from USPTO patents (1976-2016). The task is: Predict the product of the given reaction. (1) The product is: [Cl:14][CH2:15][C:16]([NH:17][C:2]12[CH2:11][C:6]3([CH3:12])[CH2:7][CH:8]([CH2:10][C:4]([CH3:13])([CH2:5]3)[CH2:3]1)[CH2:9]2)=[O:20]. Given the reactants Br[C:2]12[CH2:11][C:6]3([CH3:12])[CH2:7][CH:8]([CH2:10][C:4]([CH3:13])([CH2:5]3)[CH2:3]1)[CH2:9]2.[Cl:14][CH2:15][C:16]#[N:17].C(O)(=[O:20])C.S(=O)(=O)(O)O, predict the reaction product. (2) Given the reactants [CH3:1]OC1C=C2C(=CC=1)CC(=O)CC2.C(Br)C=C.[CH2:18]([C@:20]12[C:33]3[C:28](=[CH:29][C:30]([O:34][CH3:35])=[CH:31][CH:32]=3)[CH2:27][CH2:26][C:25]1=[CH:24][C:23](=[O:36])[CH2:22][CH2:21]2)[CH3:19], predict the reaction product. The product is: [CH2:18]([C@@:20]12[C:33]3[C:28](=[CH:29][C:30]([O:34][CH3:35])=[CH:31][CH:32]=3)[CH2:27][CH2:26][C:25]1=[CH:24][C:23](=[O:36])[CH2:22][CH2:21]2)[CH:19]=[CH2:1]. (3) Given the reactants Br[C:2]1[C:3]([CH3:12])=[CH:4][C:5]2[N:6]([CH:9]=[CH:10][N:11]=2)[C:7]=1[CH3:8].[CH3:13][N:14](C=O)C, predict the reaction product. The product is: [CH3:8][C:7]1[N:6]2[CH:9]=[CH:10][N:11]=[C:5]2[CH:4]=[C:3]([CH3:12])[C:2]=1[C:13]#[N:14]. (4) Given the reactants [Cl:1][C:2]1[CH:10]=[CH:9][C:5]([C:6]([OH:8])=O)=[CH:4][N:3]=1.[CH:11]([N:14]1[CH2:19][CH2:18][NH:17][CH2:16][CH2:15]1)([CH3:13])[CH3:12].C1C=CC2N(O)N=NC=2C=1.C(Cl)CCl.CN1CCOCC1, predict the reaction product. The product is: [NH3:3].[Cl:1][C:2]1[N:3]=[CH:4][C:5]([C:6]([N:17]2[CH2:18][CH2:19][N:14]([CH:11]([CH3:13])[CH3:12])[CH2:15][CH2:16]2)=[O:8])=[CH:9][CH:10]=1. (5) Given the reactants [CH:1]([C:4]1[CH:9]=[CH:8][CH:7]=[CH:6][C:5]=1[O:10][CH2:11][O:12][CH2:13][CH2:14][O:15][CH3:16])([CH3:3])[CH3:2].N#C[Br:19], predict the reaction product. The product is: [Br:19][C:6]1[CH:7]=[CH:8][CH:9]=[C:4]([CH:1]([CH3:3])[CH3:2])[C:5]=1[O:10][CH2:11][O:12][CH2:13][CH2:14][O:15][CH3:16]. (6) Given the reactants C[O:2][C:3]([C:5]1[O:6][C:7]([CH2:10][N:11]2[C:15](=[O:16])/[C:14](=[CH:17]/[C:18]3[CH:19]=[C:20]4[C:24](=[CH:25][CH:26]=3)[N:23]([CH2:27][C:28]3[CH:33]=[CH:32][C:31]([Cl:34])=[CH:30][C:29]=3[C:35]([F:38])([F:37])[F:36])[N:22]=[CH:21]4)/[S:13][C:12]2=[O:39])=[CH:8][CH:9]=1)=[O:4].C(CN)O, predict the reaction product. The product is: [Cl:34][C:31]1[CH:32]=[CH:33][C:28]([CH2:27][N:23]2[C:24]3[C:20](=[CH:19][C:18](/[CH:17]=[C:14]4/[C:15](=[O:16])[N:11]([CH2:10][C:7]5[O:6][C:5]([C:3]([OH:4])=[O:2])=[CH:9][CH:8]=5)[C:12](=[O:39])[S:13]/4)=[CH:26][CH:25]=3)[CH:21]=[N:22]2)=[C:29]([C:35]([F:38])([F:37])[F:36])[CH:30]=1.